This data is from Reaction yield outcomes from USPTO patents with 853,638 reactions. The task is: Predict the reaction yield, written as a fraction of the theoretical maximum amount of product (1.0 means a 100% yield; for example, 0.34 means a 34% yield). (1) The reactants are Cl[CH2:2][CH:3]([OH:32])[CH2:4][NH:5][C@H:6]1[C:14]2[C:9](=[C:10]([C:15]3[N:19]=[C:18]([C:20]4[CH:21]=[CH:22][C:23]([O:28][CH:29]([CH3:31])[CH3:30])=[C:24]([CH:27]=4)[C:25]#[N:26])[O:17][N:16]=3)[CH:11]=[CH:12][CH:13]=2)[CH2:8][CH2:7]1. The catalyst is CC#N. The product is [OH:32][CH:3]1[CH2:4][N:5]([C@H:6]2[C:14]3[C:9](=[C:10]([C:15]4[N:19]=[C:18]([C:20]5[CH:21]=[CH:22][C:23]([O:28][CH:29]([CH3:31])[CH3:30])=[C:24]([CH:27]=5)[C:25]#[N:26])[O:17][N:16]=4)[CH:11]=[CH:12][CH:13]=3)[CH2:8][CH2:7]2)[CH2:2]1. The yield is 0.270. (2) The reactants are Br[CH:2]([CH3:13])[C:3]([C:5]1[CH:10]=[CH:9][C:8]([O:11][CH3:12])=[CH:7][CH:6]=1)=O.[NH2:14][C:15]([NH2:17])=[S:16].C([O-])(=O)C.[Na+]. No catalyst specified. The product is [CH3:12][O:11][C:8]1[CH:9]=[CH:10][C:5]([C:3]2[N:14]=[C:15]([NH2:17])[S:16][C:2]=2[CH3:13])=[CH:6][CH:7]=1. The yield is 0.668. (3) The reactants are [CH2:1]([S:3][C:4]1[NH:9][C:8](=[O:10])[N:7]([CH2:11][CH2:12][C:13]([O:15][CH2:16][CH3:17])=[O:14])[C:6](=[O:18])[N:5]=1)[CH3:2].[CH3:19][C:20]1[CH:27]=[CH:26][C:23]([CH2:24]Br)=[CH:22][CH:21]=1.C(=O)([O-])[O-].[K+].[K+]. The catalyst is C(#N)C. The product is [CH2:1]([S:3][C:4]1[N:9]([CH2:19][C:20]2[CH:27]=[CH:26][C:23]([CH3:24])=[CH:22][CH:21]=2)[C:8](=[O:10])[N:7]([CH2:11][CH2:12][C:13]([O:15][CH2:16][CH3:17])=[O:14])[C:6](=[O:18])[N:5]=1)[CH3:2]. The yield is 0.920. (4) The reactants are [F:1][C:2]1[C:3]([CH2:11]O)=[CH:4][C:5]2[O:9][CH2:8][O:7][C:6]=2[CH:10]=1.C([O-])(O)=O.[Na+].O=S(Cl)[Cl:20]. No catalyst specified. The product is [Cl:20][CH2:11][C:3]1[C:2]([F:1])=[CH:10][C:6]2[O:7][CH2:8][O:9][C:5]=2[CH:4]=1. The yield is 0.900. (5) The reactants are BrC1C=CC=C(CO)N=1.Br[C:11]1[CH:16]=[C:15]([CH2:17][OH:18])[CH:14]=[CH:13][N:12]=1.N1NN=CC=1.[N:24]1[N:25]=[CH:26][NH:27][CH:28]=1. No catalyst specified. The product is [N:24]1([C:11]2[CH:16]=[C:15]([CH2:17][OH:18])[CH:14]=[CH:13][N:12]=2)[CH:28]=[N:27][CH:26]=[N:25]1. The yield is 0.900. (6) The reactants are [C:1]([O:5][C:6](=[O:24])[NH:7][C@@H:8]([C:13]1[CH:18]=[CH:17][C:16]([O:19][CH3:20])=[C:15]([O:21][CH2:22][CH3:23])[CH:14]=1)[CH2:9][C:10](=[O:12])[CH3:11])([CH3:4])([CH3:3])[CH3:2].[CH3:25][Li].CO. The catalyst is C1COCC1. The product is [C:1]([O:5][C:6](=[O:24])[NH:7][C@@H:8]([C:13]1[CH:18]=[CH:17][C:16]([O:19][CH3:20])=[C:15]([O:21][CH2:22][CH3:23])[CH:14]=1)[CH2:9][C:10]([OH:12])([CH3:25])[CH3:11])([CH3:4])([CH3:2])[CH3:3]. The yield is 0.140. (7) The reactants are O.[NH2:2][NH2:3].[F:4][C:5]([F:12])([F:11])[C:6]([O:8]CC)=O.[OH-].[Na+].[Cl:15][CH2:16][C:17](Cl)=[O:18]. The catalyst is C(#N)C. The product is [Cl:15][CH2:16][C:17]([NH:2][NH:3][C:6](=[O:8])[C:5]([F:4])([F:11])[F:12])=[O:18]. The yield is 0.983. (8) The reactants are [C:1]([C:3]1[CH:8]=[CH:7][C:6]([F:9])=[CH:5][C:4]=1[O:10][C:11](=[O:15])[N:12]([CH3:14])[CH3:13])#[N:2].[ClH:16].[H][H]. The catalyst is C(OCC)(=O)C.C(O)C.[Pd]. The product is [ClH:16].[NH2:2][CH2:1][C:3]1[CH:8]=[CH:7][C:6]([F:9])=[CH:5][C:4]=1[O:10][C:11](=[O:15])[N:12]([CH3:13])[CH3:14]. The yield is 0.380. (9) The reactants are Br[C:2]1[CH:3]=[C:4]([C:12]2[CH:17]=[CH:16][N:15]=[C:14]([N:18]3[CH2:23][CH2:22][N:21]([CH3:24])[CH2:20][CH2:19]3)[CH:13]=2)[N:5]2[C:10]=1[C:9]([NH2:11])=[N:8][CH:7]=[N:6]2.[CH2:25]([N:32]1[CH:40]=[C:39]2[C:34]([CH:35]=[C:36](B3OC(C)(C)C(C)(C)O3)[CH:37]=[CH:38]2)=[N:33]1)[C:26]1[CH:31]=[CH:30][CH:29]=[CH:28][CH:27]=1.ClCCl.C(=O)([O-])[O-].[Na+].[Na+]. The catalyst is COCCOC. The product is [CH2:25]([N:32]1[CH:40]=[C:39]2[C:34]([CH:35]=[C:36]([C:2]3[CH:3]=[C:4]([C:12]4[CH:17]=[CH:16][N:15]=[C:14]([N:18]5[CH2:23][CH2:22][N:21]([CH3:24])[CH2:20][CH2:19]5)[CH:13]=4)[N:5]4[C:10]=3[C:9]([NH2:11])=[N:8][CH:7]=[N:6]4)[CH:37]=[CH:38]2)=[N:33]1)[C:26]1[CH:31]=[CH:30][CH:29]=[CH:28][CH:27]=1. The yield is 0.210.